Predict the reactants needed to synthesize the given product. From a dataset of Full USPTO retrosynthesis dataset with 1.9M reactions from patents (1976-2016). (1) Given the product [Cl:19][C:14]1[CH:15]=[CH:16][CH:17]=[CH:18][C:13]=1[O:12][C:10]([N:7]1[CH2:8][CH2:9][CH:4]([CH2:1][C:2]#[C:3][C:21]2[N:22]=[C:23]([NH2:39])[C:24]3[N:25]=[CH:26][N:27]([C:37]=3[N:38]=2)[C@@H:28]2[O:36][C@H:33]([CH2:34][OH:35])[C@@H:31]([OH:32])[C@H:29]2[OH:30])[CH2:5][CH2:6]1)=[O:11], predict the reactants needed to synthesize it. The reactants are: [CH2:1]([CH:4]1[CH2:9][CH2:8][N:7]([C:10]([O:12][C:13]2[CH:18]=[CH:17][CH:16]=[CH:15][C:14]=2[Cl:19])=[O:11])[CH2:6][CH2:5]1)[C:2]#[CH:3].I[C:21]1[N:22]=[C:23]([NH2:39])[C:24]2[N:25]=[CH:26][N:27]([C:37]=2[N:38]=1)[C@@H:28]1[O:36][C@H:33]([CH2:34][OH:35])[C@@H:31]([OH:32])[C@H:29]1[OH:30]. (2) The reactants are: [CH2:1]([CH:8]1[CH2:13][CH2:12][N:11]([C:14](=[O:18])[C:15]([OH:17])=O)[CH2:10][CH2:9]1)[C:2]1[CH:7]=[CH:6][CH:5]=[CH:4][CH:3]=1.[NH2:19][C:20]1[CH:21]=[C:22]([OH:26])[CH:23]=[CH:24][CH:25]=1. Given the product [CH2:1]([CH:8]1[CH2:9][CH2:10][N:11]([C:14](=[O:18])[C:15]([NH:19][C:20]2[CH:25]=[CH:24][CH:23]=[C:22]([OH:26])[CH:21]=2)=[O:17])[CH2:12][CH2:13]1)[C:2]1[CH:3]=[CH:4][CH:5]=[CH:6][CH:7]=1, predict the reactants needed to synthesize it.